This data is from Full USPTO retrosynthesis dataset with 1.9M reactions from patents (1976-2016). The task is: Predict the reactants needed to synthesize the given product. (1) Given the product [CH2:1]([C:3]1[S:7][C:6]([C:8](=[O:10])[CH2:9][CH2:22][C:21]2[CH:24]=[C:25]([CH3:28])[C:26]([OH:27])=[C:19]([CH3:18])[CH:20]=2)=[CH:5][C:4]=1[C:11]1[CH:12]=[CH:13][C:14]([CH3:17])=[CH:15][CH:16]=1)[CH3:2], predict the reactants needed to synthesize it. The reactants are: [CH2:1]([C:3]1[S:7][C:6]([C:8](=[O:10])[CH3:9])=[CH:5][C:4]=1[C:11]1[CH:16]=[CH:15][C:14]([CH3:17])=[CH:13][CH:12]=1)[CH3:2].[CH3:18][C:19]1[CH:20]=[C:21]([CH:24]=[C:25]([CH3:28])[C:26]=1[OH:27])[CH:22]=O. (2) Given the product [Cl:1][C:2]1[CH:3]=[C:4]2[C:8](=[CH:9][CH:10]=1)[N:7]([S:19]([C:16]1[CH:17]=[CH:18][C:13]([CH3:23])=[CH:14][CH:15]=1)(=[O:21])=[O:20])[C:6](=[O:11])[C:5]2=[O:12], predict the reactants needed to synthesize it. The reactants are: [Cl:1][C:2]1[CH:3]=[C:4]2[C:8](=[CH:9][CH:10]=1)[NH:7][C:6](=[O:11])[C:5]2=[O:12].[C:13]1([CH3:23])[CH:18]=[CH:17][C:16]([S:19](Cl)(=[O:21])=[O:20])=[CH:15][CH:14]=1. (3) The reactants are: [CH2:1]([O:8][C@@H:9]1[C@@H:17]([CH:18]=[O:19])[O:16][C@H:15]2[C@H:11]([N:12]=[C:13]([N:20]([CH3:22])[CH3:21])[S:14]2)[CH2:10]1)[C:2]1[CH:7]=[CH:6][CH:5]=[CH:4][CH:3]=1.[Si]([C:27]([F:30])([F:29])[F:28])(C)(C)C.CCCC[N+](CCCC)(CCCC)CCCC.[F-]. Given the product [CH2:1]([O:8][C@@H:9]1[C@@H:17]([CH:18]([OH:19])[C:27]([F:30])([F:29])[F:28])[O:16][C@H:15]2[C@H:11]([N:12]=[C:13]([N:20]([CH3:22])[CH3:21])[S:14]2)[CH2:10]1)[C:2]1[CH:7]=[CH:6][CH:5]=[CH:4][CH:3]=1, predict the reactants needed to synthesize it. (4) Given the product [O:33]1[C:42]2[CH:41]=[C:40]([CH2:18][NH:17][C@H:14]3[CH2:15][CH2:16][N:11]([C:9]([O:8][CH2:1][C:2]4[CH:3]=[CH:4][CH:5]=[CH:6][CH:7]=4)=[O:10])[CH2:12][C@H:13]3[OH:25])[N:39]=[CH:38][C:37]=2[O:36][CH2:35][CH2:34]1, predict the reactants needed to synthesize it. The reactants are: [CH2:1]([O:8][C:9]([N:11]1[CH2:16][CH2:15][C@H:14]([NH:17][C:18](OC(C)(C)C)=O)[C@H:13]([OH:25])[CH2:12]1)=[O:10])[C:2]1[CH:7]=[CH:6][CH:5]=[CH:4][CH:3]=1.C(O)(C(F)(F)F)=O.[O:33]1[C:42]2[CH:41]=[C:40](C=O)[N:39]=[CH:38][C:37]=2[O:36][CH2:35][CH2:34]1.C(O[BH-](OC(=O)C)OC(=O)C)(=O)C.[Na+]. (5) Given the product [NH2:9][C:8]1[N:10]([C:12]2[C:17]([C:18]3[CH:19]=[CH:20][CH:21]=[CH:22][CH:23]=3)=[C:16]([C:24]3[CH:29]=[CH:28][CH:27]=[CH:26][CH:25]=3)[N:15]=[C:14]([C:30]([F:33])([F:32])[F:31])[N:13]=2)[N:11]=[C:3]([CH3:4])[C:5]=1[C:6]#[N:7], predict the reactants needed to synthesize it. The reactants are: CO[C:3](=[C:5]([C:8]#[N:9])[C:6]#[N:7])[CH3:4].[NH:10]([C:12]1[C:17]([C:18]2[CH:23]=[CH:22][CH:21]=[CH:20][CH:19]=2)=[C:16]([C:24]2[CH:29]=[CH:28][CH:27]=[CH:26][CH:25]=2)[N:15]=[C:14]([C:30]([F:33])([F:32])[F:31])[N:13]=1)[NH2:11].